Dataset: Catalyst prediction with 721,799 reactions and 888 catalyst types from USPTO. Task: Predict which catalyst facilitates the given reaction. (1) Reactant: Br[C:2]1[CH:3]=[C:4]([N:8]2[CH2:12][CH2:11][C:10]([F:14])([F:13])[CH2:9]2)[CH:5]=[CH:6][CH:7]=1.[CH3:15][C:16]1([CH3:32])[C:20]([CH3:22])([CH3:21])[O:19][B:18]([B:18]2[O:19][C:20]([CH3:22])([CH3:21])[C:16]([CH3:32])([CH3:15])[O:17]2)[O:17]1.CC([O-])=O.[K+]. Product: [F:13][C:10]1([F:14])[CH2:11][CH2:12][N:8]([C:4]2[CH:5]=[CH:6][CH:7]=[C:2]([B:18]3[O:19][C:20]([CH3:22])([CH3:21])[C:16]([CH3:32])([CH3:15])[O:17]3)[CH:3]=2)[CH2:9]1. The catalyst class is: 75. (2) Reactant: [CH3:1][O:2][C:3](=[O:35])[C:4]1[CH:32]=[C:31]([O:33][CH3:34])[CH:30]=[C:6]([C:7]([NH:9][CH:10]2[CH2:15][CH2:14][N:13](CC3C=C(OCC)C(F)=C(OCC)C=3)[CH2:12][CH2:11]2)=[O:8])[CH:5]=1.[CH:36]([O:39][C:40]1[CH:41]=[C:42]([CH:45]=[C:46]([O:48][CH:49]([CH3:51])[CH3:50])[CH:47]=1)[CH:43]=O)([CH3:38])[CH3:37].C([BH3-])#N.[Na+].C(N(C(C)C)C(C)C)C. Product: [CH3:1][O:2][C:3](=[O:35])[C:4]1[CH:32]=[C:31]([O:33][CH3:34])[CH:30]=[C:6]([C:7]([NH:9][CH:10]2[CH2:11][CH2:12][N:13]([CH2:43][C:42]3[CH:41]=[C:40]([O:39][CH:36]([CH3:38])[CH3:37])[CH:47]=[C:46]([O:48][CH:49]([CH3:51])[CH3:50])[CH:45]=3)[CH2:14][CH2:15]2)=[O:8])[CH:5]=1. The catalyst class is: 212.